From a dataset of Full USPTO retrosynthesis dataset with 1.9M reactions from patents (1976-2016). Predict the reactants needed to synthesize the given product. (1) Given the product [CH3:31][C:32]1[CH:40]=[C:39]2[C:35]([CH2:36][CH2:37][N:38]2[C:27]([C:23]2[N:24]=[CH:25][N:26]=[C:21]([NH:20][C:16]3[CH:17]=[C:18]4[C:13](=[CH:14][CH:15]=3)[CH2:12][C:4]3([C:5]5[C:6](=[N:7][CH:8]=[CH:9][CH:10]=5)[NH:11][C:3]3=[O:2])[CH2:19]4)[CH:22]=2)=[O:28])=[CH:34][CH:33]=1, predict the reactants needed to synthesize it. The reactants are: Cl.[O:2]=[C:3]1[NH:11][C:6]2=[N:7][CH:8]=[CH:9][CH:10]=[C:5]2[C:4]21[CH2:19][C:18]1[C:13](=[CH:14][CH:15]=[C:16]([NH:20][C:21]3[N:26]=[CH:25][N:24]=[C:23]([C:27](O)=[O:28])[CH:22]=3)[CH:17]=1)[CH2:12]2.Cl.[CH3:31][C:32]1[CH:40]=[C:39]2[C:35]([CH2:36][CH2:37][NH:38]2)=[CH:34][CH:33]=1.CCN(C(C)C)C(C)C.CN(C(ON1N=NC2C=CC=CC1=2)=[N+](C)C)C.[B-](F)(F)(F)F. (2) Given the product [OH:53][C@H:52]([CH2:56][OH:55])[CH2:51][O:50][CH2:49][CH2:48][CH2:47][O:9][C:6]1[CH:5]=[CH:4][C:3]([CH2:10][N:11]2[C:16](=[O:17])[C:15]([C:18]([NH:20][C:21]3[CH:26]=[CH:25][C:24]([C:27]([F:29])([F:30])[F:28])=[CH:23][C:22]=3[C:31]3[CH:32]=[N:33][C:34]([C:37]([F:40])([F:39])[F:38])=[CH:35][CH:36]=3)=[O:19])=[C:14]([OH:41])[C@@:13]3([CH3:45])[CH2:42][CH2:43][CH2:44][N:12]23)=[C:2]([F:1])[C:7]=1[F:8], predict the reactants needed to synthesize it. The reactants are: [F:1][C:2]1[C:7]([F:8])=[C:6]([OH:9])[CH:5]=[CH:4][C:3]=1[CH2:10][N:11]1[C:16](=[O:17])[C:15]([C:18]([NH:20][C:21]2[CH:26]=[CH:25][C:24]([C:27]([F:30])([F:29])[F:28])=[CH:23][C:22]=2[C:31]2[CH:32]=[N:33][C:34]([C:37]([F:40])([F:39])[F:38])=[CH:35][CH:36]=2)=[O:19])=[C:14]([OH:41])[C@@:13]2([CH3:45])[CH2:42][CH2:43][CH2:44][N:12]12.Br[CH2:47][CH2:48][CH2:49][O:50][CH2:51][C@H:52]1[CH2:56][O:55]C(C)(C)[O:53]1.C(=O)([O-])[O-].[Cs+].[Cs+].C(OCC)C. (3) Given the product [Cl:1][C:2]1[CH:3]=[CH:4][C:5]([C@@:8]2([CH3:34])[C@:12]([C:14]3[CH:15]=[CH:16][C:17]([Cl:20])=[CH:18][CH:19]=3)([CH3:13])[NH:11][C:10]([C:21]3[C:22]([O:31][CH2:32][CH3:33])=[CH:23][C:24]([C:27]([CH3:28])([CH3:30])[CH3:29])=[C:25]([S:44]([N:45]([CH3:47])[CH3:46])(=[O:49])=[O:48])[CH:26]=3)=[N:9]2)=[CH:6][CH:7]=1, predict the reactants needed to synthesize it. The reactants are: [Cl:1][C:2]1[CH:7]=[CH:6][C:5]([C:8]2([CH3:34])[C:12]([C:14]3[CH:19]=[CH:18][C:17]([Cl:20])=[CH:16][CH:15]=3)([CH3:13])[NH:11][C:10]([C:21]3[CH:26]=[CH:25][C:24]([C:27]([CH3:30])([CH3:29])[CH3:28])=[CH:23][C:22]=3[O:31][CH2:32][CH3:33])=[N:9]2)=[CH:4][CH:3]=1.COC(=O)C1C=C([S:44](=[O:49])(=[O:48])[N:45]([CH3:47])[CH3:46])C(C(C)(C)C)=CC=1OCC.C[Al](C)C. (4) Given the product [F:1][C:2]1[C:34]([NH:35][S:36]([CH2:39][CH2:40][CH3:41])(=[O:38])=[O:37])=[CH:33][CH:32]=[C:31]([F:42])[C:3]=1[C:4]([NH:6][C:7]1[CH:8]=[C:9]2[CH:15]=[C:14]([C:16]3[CH2:17][CH2:18][N:19]([CH3:43])[CH2:20][CH:21]=3)[N:13]([S:22]([C:25]3[CH:30]=[CH:29][CH:28]=[CH:27][CH:26]=3)(=[O:23])=[O:24])[C:10]2=[N:11][CH:12]=1)=[O:5], predict the reactants needed to synthesize it. The reactants are: [F:1][C:2]1[C:34]([NH:35][S:36]([CH2:39][CH2:40][CH3:41])(=[O:38])=[O:37])=[CH:33][CH:32]=[C:31]([F:42])[C:3]=1[C:4]([NH:6][C:7]1[CH:8]=[C:9]2[CH:15]=[C:14]([C:16]3[CH2:17][CH2:18][NH:19][CH2:20][CH:21]=3)[N:13]([S:22]([C:25]3[CH:30]=[CH:29][CH:28]=[CH:27][CH:26]=3)(=[O:24])=[O:23])[C:10]2=[N:11][CH:12]=1)=[O:5].[CH2:43](Cl)Cl.CO.C=O.C(O[BH-](OC(=O)C)OC(=O)C)(=O)C.[Na+]. (5) Given the product [F:22][C:19]1[CH:20]=[CH:21][C:8]2[C:16]3[C:11](=[CH:12][CH:13]=[C:14]([F:17])[CH:15]=3)[NH:10][C:9]=2[CH:18]=1, predict the reactants needed to synthesize it. The reactants are: CC(C)([O-])C.[Na+].Cl[C:8]1[CH:21]=[CH:20][C:19]([F:22])=[CH:18][C:9]=1[NH:10][C:11]1[CH:16]=[CH:15][C:14]([F:17])=[CH:13][CH:12]=1.F[B-](F)(F)F.C([PH+](C(C)(C)C)C(C)(C)C)(C)(C)C.Cl. (6) Given the product [Cl:1][C:2]1[N:7]=[C:6]([NH:8][CH2:9][C@@H:10]2[CH2:15][CH2:14][N:12]([C:16]([O:18][C:19]([CH3:20])([CH3:21])[CH3:22])=[O:17])[CH2:11]2)[C:5]([C:23]#[C:24][C:25]2[CH:30]=[CH:29][CH:28]=[CH:27][C:26]=2[Cl:31])=[CH:4][N:3]=1, predict the reactants needed to synthesize it. The reactants are: [Cl:1][C:2]1[N:7]=[C:6]([NH:8][CH2:9][C@H:10]2[CH2:15][CH2:14]C[N:12]([C:16]([O:18][C:19]([CH3:22])([CH3:21])[CH3:20])=[O:17])[CH2:11]2)[C:5]([C:23]#[C:24][C:25]2[CH:30]=[CH:29][CH:28]=[CH:27][C:26]=2[Cl:31])=[CH:4][N:3]=1.BrC1C(NC[C@@H]2CCN(C(OC(C)(C)C)=O)C2)=NC(Cl)=NC=1. (7) Given the product [Br:1][C:2]1[C:6]2[CH:7]=[CH:8][CH:9]=[CH:10][C:5]=2[O:4][C:3]=1[CH:11]1[O:15][CH2:14][CH2:13][O:12]1, predict the reactants needed to synthesize it. The reactants are: [Br:1][C:2]1[C:6]2[CH:7]=[CH:8][CH:9]=[CH:10][C:5]=2[O:4][C:3]=1[CH:11]=[O:12].[CH2:13](O)[CH2:14][OH:15]. (8) Given the product [CH2:7]([O:6][C:4]([O:5][Si:20]([CH3:23])([CH3:22])[CH3:21])=[CH:3][C:2]([O:1][Si:20]([CH3:23])([CH3:22])[CH3:21])=[CH:9][CH2:10][CH3:11])[CH3:8], predict the reactants needed to synthesize it. The reactants are: [O:1]=[C:2]([CH2:9][CH2:10][CH3:11])[CH2:3][C:4]([O:6][CH2:7][CH3:8])=[O:5].C(N(CC)CC)C.Cl[Si:20]([CH3:23])([CH3:22])[CH3:21].C(=O)([O-])O.[Na+].C([N-]C(C)C)(C)C.[Li+]. (9) Given the product [Cl:35][C:36]1[CH:37]=[C:38]([C:43]([N:45]=[C:46]=[S:47])=[O:44])[CH:39]=[C:40]([Cl:42])[CH:41]=1.[Cl:12][C:13]1[CH:14]=[C:15]([NH:16][C:46]([NH:45][C:43](=[O:44])[C:38]2[CH:39]=[C:40]([Cl:42])[CH:41]=[C:36]([Cl:35])[CH:37]=2)=[S:47])[CH:17]=[CH:18][C:19]=1[O:20][C:21]1[C:30]2[C:25](=[CH:26][C:27]([O:33][CH3:34])=[C:28]([O:31][CH3:32])[CH:29]=2)[N:24]=[CH:23][CH:22]=1, predict the reactants needed to synthesize it. The reactants are: ClC1C=C(C(Cl)=O)C=C(Cl)C=1.[Cl:12][C:13]1[CH:14]=[C:15]([CH:17]=[CH:18][C:19]=1[O:20][C:21]1[C:30]2[C:25](=[CH:26][C:27]([O:33][CH3:34])=[C:28]([O:31][CH3:32])[CH:29]=2)[N:24]=[CH:23][CH:22]=1)[NH2:16].[Cl:35][C:36]1[CH:37]=[C:38]([C:43]([N:45]=[C:46]=[S:47])=[O:44])[CH:39]=[C:40]([Cl:42])[CH:41]=1. (10) Given the product [CH3:11][C@H:12]1[CH2:17][NH:16][C@H:15]([CH3:18])[CH2:14][N:13]1[C:2]1[CH:7]=[CH:6][C:5]([N+:8]([O-:10])=[O:9])=[CH:4][CH:3]=1, predict the reactants needed to synthesize it. The reactants are: F[C:2]1[CH:7]=[CH:6][C:5]([N+:8]([O-:10])=[O:9])=[CH:4][CH:3]=1.[CH3:11][C@H:12]1[CH2:17][NH:16][C@H:15]([CH3:18])[CH2:14][NH:13]1.